From a dataset of Full USPTO retrosynthesis dataset with 1.9M reactions from patents (1976-2016). Predict the reactants needed to synthesize the given product. Given the product [Br:10][C:11]1[CH:18]=[CH:17][CH:16]=[C:15]([O:7][CH:1]2[CH2:6][CH2:5][CH2:4][CH2:3][CH2:2]2)[C:12]=1[C:13]#[N:14], predict the reactants needed to synthesize it. The reactants are: [CH:1]1([OH:7])[CH2:6][CH2:5][CH2:4][CH2:3][CH2:2]1.[H-].[Na+].[Br:10][C:11]1[CH:18]=[CH:17][CH:16]=[C:15](F)[C:12]=1[C:13]#[N:14].